This data is from Peptide-MHC class I binding affinity with 185,985 pairs from IEDB/IMGT. The task is: Regression. Given a peptide amino acid sequence and an MHC pseudo amino acid sequence, predict their binding affinity value. This is MHC class I binding data. The peptide sequence is GELMTLATWV. The MHC is Patr-B2401 with pseudo-sequence Patr-B2401. The binding affinity (normalized) is 0.182.